This data is from Full USPTO retrosynthesis dataset with 1.9M reactions from patents (1976-2016). The task is: Predict the reactants needed to synthesize the given product. (1) The reactants are: Cl[C:2]1[N:10]=[CH:9][N:8]=[C:7]2[C:3]=1[N:4]=[C:5]([C:18]1[CH:23]=[CH:22][C:21]([Cl:24])=[CH:20][C:19]=1[Cl:25])[N:6]2[C:11]1[CH:16]=[CH:15][C:14]([Cl:17])=[CH:13][CH:12]=1.[N:26]12CCN(CC1)C[CH2:27]2. Given the product [Cl:17][C:14]1[CH:13]=[CH:12][C:11]([N:6]2[C:5]([C:18]3[CH:23]=[CH:22][C:21]([Cl:24])=[CH:20][C:19]=3[Cl:25])=[N:4][C:3]3[C:7]2=[N:8][CH:9]=[N:10][C:2]=3[C:27]#[N:26])=[CH:16][CH:15]=1, predict the reactants needed to synthesize it. (2) Given the product [CH2:8]([C@@H:15]1[CH2:16][NH:17][CH2:18][CH2:19][N:20]1[C:21]([C:23]1[N:24]=[CH:25][N:26]([CH:34]2[CH2:39][CH2:38][CH2:37][N:36]([S:40]([C:43]3[CH:48]=[CH:47][CH:46]=[CH:45][CH:44]=3)(=[O:42])=[O:41])[CH2:35]2)[C:27]=1[C:28]1[CH:29]=[CH:30][CH:31]=[CH:32][CH:33]=1)=[O:22])[C:9]1[CH:14]=[CH:13][CH:12]=[CH:11][CH:10]=1, predict the reactants needed to synthesize it. The reactants are: C(O)(C(F)(F)F)=O.[CH2:8]([C@H:15]1[N:20]([C:21]([C:23]2[N:24]=[CH:25][N:26]([CH:34]3[CH2:39][CH2:38][CH2:37][N:36]([S:40]([C:43]4[CH:48]=[CH:47][CH:46]=[CH:45][CH:44]=4)(=[O:42])=[O:41])[CH2:35]3)[C:27]=2[C:28]2[CH:33]=[CH:32][CH:31]=[CH:30][CH:29]=2)=[O:22])[CH2:19][CH2:18][N:17](C(OC(C)(C)C)=O)[CH2:16]1)[C:9]1[CH:14]=[CH:13][CH:12]=[CH:11][CH:10]=1. (3) Given the product [C:1]([O:5][C:6](=[O:28])[N:7]([CH2:16][CH2:17][C:18]1[CH:23]=[CH:22][C:21]([NH2:24])=[CH:20][C:19]=1[Cl:27])[CH2:8][C:9]1[CH:10]=[CH:11][C:12]([F:15])=[CH:13][CH:14]=1)([CH3:4])([CH3:2])[CH3:3], predict the reactants needed to synthesize it. The reactants are: [C:1]([O:5][C:6](=[O:28])[N:7]([CH2:16][CH2:17][C:18]1[CH:23]=[CH:22][C:21]([N+:24]([O-])=O)=[CH:20][C:19]=1[Cl:27])[CH2:8][C:9]1[CH:14]=[CH:13][C:12]([F:15])=[CH:11][CH:10]=1)([CH3:4])([CH3:3])[CH3:2].[NH4+].[Cl-].